Dataset: Peptide-MHC class I binding affinity with 185,985 pairs from IEDB/IMGT. Task: Regression. Given a peptide amino acid sequence and an MHC pseudo amino acid sequence, predict their binding affinity value. This is MHC class I binding data. (1) The peptide sequence is FSWSLTDSSGK. The MHC is H-2-Db with pseudo-sequence H-2-Db. The binding affinity (normalized) is 0.0261. (2) The peptide sequence is RLRDLLLIVTR. The MHC is HLA-A24:02 with pseudo-sequence HLA-A24:02. The binding affinity (normalized) is 0.0111. (3) The peptide sequence is FVNYNFTLV. The MHC is HLA-A29:02 with pseudo-sequence HLA-A29:02. The binding affinity (normalized) is 0.334. (4) The peptide sequence is VALWNDGTV. The MHC is HLA-B35:01 with pseudo-sequence HLA-B35:01. The binding affinity (normalized) is 0.0847. (5) The peptide sequence is DIAEHGAYY. The MHC is HLA-B57:01 with pseudo-sequence HLA-B57:01. The binding affinity (normalized) is 0.0847. (6) The peptide sequence is LPFHRWHTM. The MHC is HLA-A30:01 with pseudo-sequence HLA-A30:01. The binding affinity (normalized) is 0.